Dataset: Forward reaction prediction with 1.9M reactions from USPTO patents (1976-2016). Task: Predict the product of the given reaction. (1) Given the reactants [CH3:1][C@@H:2]1[N:4]([C:5]([O:7][CH2:8][C:9]2[CH:14]=[CH:13][CH:12]=[CH:11][CH:10]=2)=[O:6])[C@H:3]1[C:15]([O:17][CH3:18])=[O:16].[CH2:19]([OH:26])[C:20]1[CH:25]=[CH:24][CH:23]=[CH:22][CH:21]=1, predict the reaction product. The product is: [C:20]1([CH2:19][O:26][C@@H:2]([CH3:1])[C@@H:3]([C:15]([O:17][CH3:18])=[O:16])[NH:4][C:5]([O:7][CH2:8][C:9]2[CH:14]=[CH:13][CH:12]=[CH:11][CH:10]=2)=[O:6])[CH:25]=[CH:24][CH:23]=[CH:22][CH:21]=1. (2) Given the reactants [CH2:1]([C:5]1[N:6]=[C:7]([CH3:27])[NH:8][C:9](=[O:26])[C:10]=1[CH2:11][C:12]1[CH:17]=[CH:16][C:15]([C:18]2[C:19]([C:24]#[N:25])=[CH:20][CH:21]=[CH:22][CH:23]=2)=[CH:14][CH:13]=1)[CH2:2][CH2:3][CH3:4].C(=O)([O-])[O-].[K+].[K+].Cl[CH2:35][C:36]1[C:37]([CH3:42])=[N:38][O:39][C:40]=1[CH3:41].CN(C)C=O, predict the reaction product. The product is: [CH2:1]([C:5]1[N:6]=[C:7]([CH3:27])[N:8]([CH2:35][C:36]2[C:37]([CH3:42])=[N:38][O:39][C:40]=2[CH3:41])[C:9](=[O:26])[C:10]=1[CH2:11][C:12]1[CH:17]=[CH:16][C:15]([C:18]2[C:19]([C:24]#[N:25])=[CH:20][CH:21]=[CH:22][CH:23]=2)=[CH:14][CH:13]=1)[CH2:2][CH2:3][CH3:4]. (3) Given the reactants Cl[C:2]1[N:7]=[C:6]([N:8]2[CH:12]=[CH:11][N:10]=[C:9]2[C:13]2[CH:18]=[CH:17][CH:16]=[CH:15][CH:14]=2)[CH:5]=[CH:4][N:3]=1.[C:19]([N:22]1[CH2:27][CH2:26][N:25]([CH2:28][C:29]2[CH:30]=[C:31]([CH:33]=[CH:34][CH:35]=2)[NH2:32])[CH2:24][CH2:23]1)(=[O:21])[CH3:20].C(N(CC)C(C)C)(C)C, predict the reaction product. The product is: [C:19]([N:22]1[CH2:27][CH2:26][N:25]([CH2:28][C:29]2[CH:30]=[C:31]([NH:32][C:2]3[N:7]=[C:6]([N:8]4[CH:12]=[CH:11][N:10]=[C:9]4[C:13]4[CH:18]=[CH:17][CH:16]=[CH:15][CH:14]=4)[CH:5]=[CH:4][N:3]=3)[CH:33]=[CH:34][CH:35]=2)[CH2:24][CH2:23]1)(=[O:21])[CH3:20]. (4) Given the reactants [CH3:1][N:2]1[CH:6]=[C:5]([C:7]2[NH:26][C:10]3=[N:11][CH:12]=[CH:13][C:14]([C:15]4[CH:20]=[CH:19][C:18]([CH:21]5[CH2:25][CH2:24][CH2:23][NH:22]5)=[CH:17][CH:16]=4)=[C:9]3[N:8]=2)[CH:4]=[N:3]1.[C:27]([C:31]1[CH:39]=[CH:38][C:34]([C:35](Cl)=[O:36])=[CH:33][CH:32]=1)([CH3:30])([CH3:29])[CH3:28].C(=O)([O-])O.[Na+].O.C1COCC1, predict the reaction product. The product is: [C:27]([C:31]1[CH:32]=[CH:33][C:34]([C:35]([N:22]2[CH2:23][CH2:24][CH2:25][CH:21]2[C:18]2[CH:17]=[CH:16][C:15]([C:14]3[CH:13]=[CH:12][N:11]=[C:10]4[NH:26][C:7]([C:5]5[CH:4]=[N:3][N:2]([CH3:1])[CH:6]=5)=[N:8][C:9]=34)=[CH:20][CH:19]=2)=[O:36])=[CH:38][CH:39]=1)([CH3:30])([CH3:28])[CH3:29]. (5) Given the reactants C[O:2][C:3]1[CH:8]=[CH:7][C:6]([C:9]2[CH:14]=[CH:13][CH:12]=[CH:11][C:10]=2[C:15]2[CH:20]=[CH:19][CH:18]=[CH:17][C:16]=2[CH3:21])=[CH:5][N:4]=1.I[Si](C)(C)C, predict the reaction product. The product is: [CH3:21][C:16]1[CH:17]=[CH:18][CH:19]=[CH:20][C:15]=1[C:10]1[CH:11]=[CH:12][CH:13]=[CH:14][C:9]=1[C:6]1[CH:7]=[CH:8][C:3]([OH:2])=[N:4][CH:5]=1. (6) Given the reactants [NH2:1][C:2]1[CH:7]=[CH:6][C:5]([C:8]2[CH:9]=[CH:10][C:11]3[O:17][CH2:16][CH2:15][N:14]([C:18]([O:20][C:21]([CH3:24])([CH3:23])[CH3:22])=[O:19])[CH2:13][C:12]=3[CH:25]=2)=[CH:4][C:3]=1[N+:26]([O-])=O.[H][H], predict the reaction product. The product is: [NH2:26][C:3]1[CH:4]=[C:5]([C:8]2[CH:9]=[CH:10][C:11]3[O:17][CH2:16][CH2:15][N:14]([C:18]([O:20][C:21]([CH3:23])([CH3:22])[CH3:24])=[O:19])[CH2:13][C:12]=3[CH:25]=2)[CH:6]=[CH:7][C:2]=1[NH2:1]. (7) Given the reactants [CH3:1][O:2][C:3]1[CH:8]=[C:7]([O:9][CH3:10])[CH:6]=[CH:5][C:4]=1B(O)O.Br[C:15]1[CH:24]=[CH:23][C:22]([N+:25]([O-])=O)=[CH:21][C:16]=1[C:17]([O:19]C)=O.[C:28](=[O:31])([O-])[O-].[Cs+].[Cs+].C(O[CH2:38][CH3:39])(=O)C, predict the reaction product. The product is: [OH:19][CH2:17][C:16]1[C:15]([C:4]2[CH:5]=[CH:6][C:7]([O:9][CH2:10][O:31][CH3:28])=[CH:8][C:3]=2[O:2][CH3:1])=[CH:24][CH:23]=[C:22]2[C:21]=1[C:38]([CH3:39])=[CH:15][C:16]([CH3:21])([CH3:17])[NH:25]2. (8) Given the reactants [CH:1]1([N:7]([CH:24]2[CH2:29][CH2:28][CH2:27][CH2:26][CH2:25]2)[C:8](=[O:23])[NH:9][C:10]2[S:11][C:12]([S:15]([NH:18]CC(O)=O)(=[O:17])=[O:16])=[CH:13][N:14]=2)[CH2:6][CH2:5][CH2:4][CH2:3][CH2:2]1.C1(NC2CCCCC2)CCCCC1.C([O:45][C:46](=[O:59])[CH2:47][CH2:48]NS(C1SC(N)=NC=1)(=O)=O)C, predict the reaction product. The product is: [CH:1]1([N:7]([CH:24]2[CH2:25][CH2:26][CH2:27][CH2:28][CH2:29]2)[C:8](=[O:23])[NH:9][C:10]2[S:11][C:12]([S:15]([NH:18][CH2:48][CH2:47][C:46]([OH:59])=[O:45])(=[O:17])=[O:16])=[CH:13][N:14]=2)[CH2:6][CH2:5][CH2:4][CH2:3][CH2:2]1. (9) Given the reactants [CH3:1][O:2][C:3]1([O:20][CH3:21])[CH2:8][CH2:7][N:6]([C:9]2[CH:14]=[CH:13][C:12]([N+:15]([O-])=O)=[C:11]([O:18][CH3:19])[CH:10]=2)[CH2:5][CH2:4]1.O1CCCC1, predict the reaction product. The product is: [CH3:21][O:20][C:3]1([O:2][CH3:1])[CH2:8][CH2:7][N:6]([C:9]2[CH:14]=[CH:13][C:12]([NH2:15])=[C:11]([O:18][CH3:19])[CH:10]=2)[CH2:5][CH2:4]1. (10) Given the reactants [CH:1]1([C:4]2[C:13]3[C:8](=[CH:9][CH:10]=[CH:11][CH:12]=3)[CH:7]=[N:6][C:5]=2[NH2:14])[CH2:3][CH2:2]1.[Br:15][C:16]1[CH:17]=[C:18]([S:26](Cl)(=[O:28])=[O:27])[CH:19]=[CH:20][C:21]=1[C:22]([O:24][CH3:25])=[O:23], predict the reaction product. The product is: [Br:15][C:16]1[CH:17]=[C:18]([S:26]([NH:14][C:5]2[N:6]=[CH:7][C:8]3[C:13]([C:4]=2[CH:1]2[CH2:3][CH2:2]2)=[CH:12][CH:11]=[CH:10][CH:9]=3)(=[O:28])=[O:27])[CH:19]=[CH:20][C:21]=1[C:22]([O:24][CH3:25])=[O:23].